This data is from Forward reaction prediction with 1.9M reactions from USPTO patents (1976-2016). The task is: Predict the product of the given reaction. (1) Given the reactants [Cl:1][C:2]1[C:9]([Cl:10])=[CH:8][CH:7]=[C:6]([N+:11]([O-:13])=[O:12])[C:3]=1[C:4]#[N:5].[BH4-].[Na+].B(F)(F)F.CCOCC.Cl.[OH-].[Na+], predict the reaction product. The product is: [ClH:1].[Cl:1][C:2]1[C:9]([Cl:10])=[CH:8][CH:7]=[C:6]([N+:11]([O-:13])=[O:12])[C:3]=1[CH2:4][NH2:5]. (2) Given the reactants [NH2:1][C:2]1[C:11]2[C:6](=[C:7](Br)[CH:8]=[CH:9][CH:10]=2)[N:5]=[N:4][C:3]=1[C:13]([NH:15][CH:16]1[CH2:18][CH2:17]1)=[O:14].[F:19][C:20]1[CH:25]=[CH:24][CH:23]=[C:22]([O:26][CH3:27])[C:21]=1B(O)O, predict the reaction product. The product is: [NH2:1][C:2]1[C:11]2[C:6](=[C:7]([C:21]3[C:22]([O:26][CH3:27])=[CH:23][CH:24]=[CH:25][C:20]=3[F:19])[CH:8]=[CH:9][CH:10]=2)[N:5]=[N:4][C:3]=1[C:13]([NH:15][CH:16]1[CH2:18][CH2:17]1)=[O:14]. (3) Given the reactants C(OC([N:8]1[C:16]2[C:11](=[CH:12][CH:13]=[CH:14][CH:15]=2)[CH:10]=[C:9]1[C:17]1[CH:18]=[C:19]2[C:24](=[CH:25][CH:26]=1)[C:23]1=[CH:27][C:28]([O:32][CH2:33][CH:34]3[CH2:39][O:38][CH2:37][CH2:36][O:35]3)=[N:29][C:30](=[O:31])[N:22]1[CH2:21][CH2:20]2)=O)(C)(C)C, predict the reaction product. The product is: [O:35]1[CH2:36][CH2:37][O:38][CH2:39][CH:34]1[CH2:33][O:32][C:28]1[CH:27]=[C:23]2[C:24]3[C:19]([CH2:20][CH2:21][N:22]2[C:30](=[O:31])[N:29]=1)=[CH:18][C:17]([C:9]1[NH:8][C:16]2[C:11]([CH:10]=1)=[CH:12][CH:13]=[CH:14][CH:15]=2)=[CH:26][CH:25]=3. (4) Given the reactants Br.[F:2][C:3]1[CH:4]=[C:5]([C:9](=[O:17])[CH2:10][C:11]2[CH:16]=[CH:15][N:14]=[CH:13][CH:12]=2)[CH:6]=[CH:7][CH:8]=1.O.C(=O)([O-])[O-:20].[Na+].[Na+], predict the reaction product. The product is: [F:2][C:3]1[CH:4]=[C:5]([C:9](=[O:17])[C:10]([C:11]2[CH:12]=[CH:13][N:14]=[CH:15][CH:16]=2)=[O:20])[CH:6]=[CH:7][CH:8]=1. (5) Given the reactants [Cl:1][C:2]1[CH:3]=[C:4]([S:8]([NH:11][C:12]2[CH:17]=[C:16]([CH3:18])[N:15]=[C:14]3[S:19][C:20]([CH3:41])=[C:21]([C:22]4[CH:23]=[C:24]([N:28]5[CH2:33][CH2:32][N:31](C(OC(C)(C)C)=O)[CH2:30][CH2:29]5)[CH:25]=[CH:26][CH:27]=4)[C:13]=23)(=[O:10])=[O:9])[CH:5]=[CH:6][CH:7]=1.Cl.O1CCOCC1.[OH-].[Na+], predict the reaction product. The product is: [Cl:1][C:2]1[CH:3]=[C:4]([S:8]([NH:11][C:12]2[CH:17]=[C:16]([CH3:18])[N:15]=[C:14]3[S:19][C:20]([CH3:41])=[C:21]([C:22]4[CH:27]=[CH:26][CH:25]=[C:24]([N:28]5[CH2:33][CH2:32][NH:31][CH2:30][CH2:29]5)[CH:23]=4)[C:13]=23)(=[O:9])=[O:10])[CH:5]=[CH:6][CH:7]=1. (6) Given the reactants [CH3:1][N:2]1[C:10]([C:11](O)=[O:12])=[N:9][C:8]2[C:3]1=[N:4][CH:5]=[N:6][C:7]=2[N:14]1[CH2:19][CH2:18][CH:17]([N:20]2[C:24]3[CH:25]=[CH:26][CH:27]=[CH:28][C:23]=3[NH:22][C:21]2=[O:29])[CH2:16][CH2:15]1.CN(C(ON1N=NC2C=CC=NC1=2)=[N+](C)C)C.F[P-](F)(F)(F)(F)F.C(N(C(C)C)CC)(C)C.[C:63]([NH:66][NH2:67])(=[O:65])[CH3:64], predict the reaction product. The product is: [C:63]([NH:66][NH:67][C:11]([C:10]1[N:2]([CH3:1])[C:3]2[C:8]([N:9]=1)=[C:7]([N:14]1[CH2:19][CH2:18][CH:17]([N:20]3[C:24]4[CH:25]=[CH:26][CH:27]=[CH:28][C:23]=4[NH:22][C:21]3=[O:29])[CH2:16][CH2:15]1)[N:6]=[CH:5][N:4]=2)=[O:12])(=[O:65])[CH3:64]. (7) The product is: [N:16]1([C:2]2[CH:3]=[C:4]([CH:13]=[CH:14][CH:15]=2)[CH2:5][C@H:6]2[NH:11][C:10](=[O:12])[CH2:9][O:8][CH2:7]2)[CH:20]=[CH:19][CH:18]=[N:17]1. Given the reactants I[C:2]1[CH:3]=[C:4]([CH:13]=[CH:14][CH:15]=1)[CH2:5][C@H:6]1[NH:11][C:10](=[O:12])[CH2:9][O:8][CH2:7]1.[NH:16]1[CH:20]=[CH:19][CH:18]=[N:17]1.C([O-])([O-])=O.[K+].[K+].N1CCC[C@H]1C(O)=O, predict the reaction product.